This data is from Forward reaction prediction with 1.9M reactions from USPTO patents (1976-2016). The task is: Predict the product of the given reaction. Given the reactants I[C:2]1[CH:3]=[C:4]([NH:10][C:11]2[C:12]3[CH:19]=[C:18]([C:20]4[CH2:21][CH2:22][N:23]([C:26]([O:28][C:29]([CH3:32])([CH3:31])[CH3:30])=[O:27])[CH2:24][CH:25]=4)[NH:17][C:13]=3[N:14]=[CH:15][N:16]=2)[CH:5]=[CH:6][C:7]=1[O:8][CH3:9].C([N:40]1[CH:44]=[CH:43][CH:42]=[C:41]1B(O)O)(OC(C)(C)C)=O.C(=O)([O-])[O-].[K+].[K+].C(Cl)Cl.[OH-].[Na+], predict the reaction product. The product is: [CH3:9][O:8][C:7]1[CH:6]=[CH:5][C:4]([NH:10][C:11]2[C:12]3[CH:19]=[C:18]([C:20]4[CH2:21][CH2:22][N:23]([C:26]([O:28][C:29]([CH3:32])([CH3:31])[CH3:30])=[O:27])[CH2:24][CH:25]=4)[NH:17][C:13]=3[N:14]=[CH:15][N:16]=2)=[CH:3][C:2]=1[C:41]1[NH:40][CH:44]=[CH:43][CH:42]=1.